Dataset: Catalyst prediction with 721,799 reactions and 888 catalyst types from USPTO. Task: Predict which catalyst facilitates the given reaction. (1) Reactant: [C:1]([C:4]1[C:12]2[C:7](=[CH:8][CH:9]=[C:10]([C:13]#[C:14][Si](C)(C)C)[CH:11]=2)[N:6]([CH2:19][C:20]([N:22]2[CH2:26][C@H:25]([F:27])[CH2:24][C@H:23]2[C:28]([NH:30][CH2:31][C:32]2[CH:37]=[CH:36][CH:35]=[C:34]([Cl:38])[C:33]=2[F:39])=[O:29])=[O:21])[CH:5]=1)(=[O:3])[CH3:2].C(C1C2C(=CC=C(C#CC(O)=O)C=2)N(CC(N2C[C@H](F)C[C@H]2C(=O)NCC2C=CC=C(Cl)C=2F)=O)C=1)(=O)C.[F-].C([N+](CCCC)(CCCC)CCCC)CCC. Product: [C:1]([C:4]1[C:12]2[C:7](=[CH:8][CH:9]=[C:10]([C:13]#[CH:14])[CH:11]=2)[N:6]([CH2:19][C:20]([N:22]2[CH2:26][C@H:25]([F:27])[CH2:24][C@H:23]2[C:28]([NH:30][CH2:31][C:32]2[CH:37]=[CH:36][CH:35]=[C:34]([Cl:38])[C:33]=2[F:39])=[O:29])=[O:21])[CH:5]=1)(=[O:3])[CH3:2]. The catalyst class is: 1. (2) Reactant: [K+].F[C:3]1[CH:8]=[C:7]([C:9]2[C:14]3[CH:15]=[C:16]([C:32]([O-:34])=[O:33])[N:17]([CH2:18][CH2:19][O:20][C:21]4[CH:26]=[CH:25][C:24]([O:27][C:28]([F:31])([F:30])[F:29])=[CH:23][CH:22]=4)[C:13]=3[CH:12]=[CH:11][N:10]=2)[CH:6]=[CH:5][N:4]=1.[CH2:35]([CH2:37][NH2:38])[OH:36]. Product: [OH:36][CH2:35][CH2:37][NH:38][C:3]1[CH:8]=[C:7]([C:9]2[C:14]3[CH:15]=[C:16]([C:32]([OH:34])=[O:33])[N:17]([CH2:18][CH2:19][O:20][C:21]4[CH:22]=[CH:23][C:24]([O:27][C:28]([F:29])([F:30])[F:31])=[CH:25][CH:26]=4)[C:13]=3[CH:12]=[CH:11][N:10]=2)[CH:6]=[CH:5][N:4]=1. The catalyst class is: 17. (3) Reactant: Cl.[NH2:2][C@@H:3]1[C@@H:8]([OH:9])[C@H:7]([CH2:10][C:11]2[CH:16]=[CH:15][C:14]([OH:17])=[C:13]([Br:18])[CH:12]=2)[CH2:6][S:5](=[O:20])(=[O:19])[CH2:4]1.CC([O-])=O.[Na+].[CH2:26]([O:28][C:29]1[CH:30]=[C:31]([CH:34]=[CH:35][CH:36]=1)[CH:32]=O)[CH3:27].[BH3-]C#N.[Na+]. Product: [Br:18][C:13]1[CH:12]=[C:11]([CH:16]=[CH:15][C:14]=1[OH:17])[CH2:10][C@H:7]1[C@H:8]([OH:9])[C@@H:3]([NH:2][CH2:32][C:31]2[CH:34]=[CH:35][CH:36]=[C:29]([O:28][CH2:26][CH3:27])[CH:30]=2)[CH2:4][S:5](=[O:20])(=[O:19])[CH2:6]1. The catalyst class is: 61. (4) Reactant: [C:1]([C:5]1[CH:6]=[C:7]2[C:11](=[CH:12][CH:13]=1)[C:10](=[O:14])[CH2:9][CH2:8]2)([CH3:4])([CH3:3])[CH3:2].[B-](F)(F)(F)[F:16].[B-](F)(F)(F)F.C1[N+]2(O)CC[N+](F)(CC2)C1. Product: [C:1]([C:5]1[CH:6]=[C:7]2[C:11](=[CH:12][CH:13]=1)[C:10](=[O:14])[CH:9]([F:16])[CH2:8]2)([CH3:4])([CH3:2])[CH3:3]. The catalyst class is: 5. (5) Reactant: [CH2:1]([NH2:8])[C:2]1[CH:7]=[CH:6][CH:5]=[CH:4][CH:3]=1.CCN(CC)CC.Br[CH2:17][C:18]([O:20][CH2:21][CH3:22])=[O:19]. Product: [CH2:1]([NH:8][CH2:17][C:18]([O:20][CH2:21][CH3:22])=[O:19])[C:2]1[CH:7]=[CH:6][CH:5]=[CH:4][CH:3]=1. The catalyst class is: 22. (6) Reactant: Cl.Cl.[O:3]=[C:4]1[C:13]2[C:8](=[CH:9][CH:10]=[CH:11][CH:12]=2)[N:7]=[C:6]([C:14]([NH:16][CH2:17][C:18]2[CH:23]=[CH:22][CH:21]=[C:20]([N:24]3[CH2:29][CH2:28][NH:27][CH2:26][CH2:25]3)[CH:19]=2)=[O:15])[NH:5]1.[O:30]=[C:31]1[NH:35][CH:34]([CH2:36][C:37](O)=[O:38])[C:33](=[O:40])[NH:32]1.Cl.CN(C)CCCN=C=NCC.ON1C2C=CC=CC=2N=N1.C(N(CC)CC)C. Product: [O:30]=[C:31]1[NH:35][CH:34]([CH2:36][C:37]([N:27]2[CH2:26][CH2:25][N:24]([C:20]3[CH:19]=[C:18]([CH2:17][NH:16][C:14]([C:6]4[NH:5][C:4](=[O:3])[C:13]5[C:8](=[CH:9][CH:10]=[CH:11][CH:12]=5)[N:7]=4)=[O:15])[CH:23]=[CH:22][CH:21]=3)[CH2:29][CH2:28]2)=[O:38])[C:33](=[O:40])[NH:32]1. The catalyst class is: 3. (7) Reactant: [Br:1][C:2]1[CH:7]=[CH:6][C:5]([N:8]2[CH2:13][CH2:12][CH:11]([O:14][CH2:15][C:16](OC(C)(C)C)=[O:17])[CH2:10][CH2:9]2)=[CH:4][CH:3]=1.[H-].[Al+3].[Li+].[H-].[H-].[H-]. Product: [Br:1][C:2]1[CH:3]=[CH:4][C:5]([N:8]2[CH2:9][CH2:10][CH:11]([O:14][CH2:15][CH2:16][OH:17])[CH2:12][CH2:13]2)=[CH:6][CH:7]=1. The catalyst class is: 1. (8) Reactant: C(N(CC)CC)C.[Br:8][C:9]1[CH:17]=[CH:16][C:12]([C:13](Cl)=[O:14])=[CH:11][CH:10]=1.[CH3:18][C:19]1([CH3:25])[CH2:24][O:23][CH2:22][CH2:21][NH:20]1. Product: [Br:8][C:9]1[CH:17]=[CH:16][C:12]([C:13]([N:20]2[CH2:21][CH2:22][O:23][CH2:24][C:19]2([CH3:25])[CH3:18])=[O:14])=[CH:11][CH:10]=1. The catalyst class is: 2.